This data is from Reaction yield outcomes from USPTO patents with 853,638 reactions. The task is: Predict the reaction yield, written as a fraction of the theoretical maximum amount of product (1.0 means a 100% yield; for example, 0.34 means a 34% yield). (1) The reactants are [C:1]([C:5]1[CH:6]=[C:7]([NH2:14])[C:8]([O:12][CH3:13])=[C:9]([NH2:11])[CH:10]=1)([CH3:4])([CH3:3])[CH3:2].C(N(CC)CC)C.[CH3:22][S:23](Cl)(=[O:25])=[O:24].C(=O)(O)[O-].[Na+]. The catalyst is C(Cl)Cl. The product is [NH2:14][C:7]1[C:8]([O:12][CH3:13])=[C:9]([NH:11][S:23]([CH3:22])(=[O:25])=[O:24])[CH:10]=[C:5]([C:1]([CH3:4])([CH3:2])[CH3:3])[CH:6]=1. The yield is 0.870. (2) The reactants are [CH3:1][N:2]1[CH:6]=[C:5]([C:7]2[N:12]=[C:11]([C:13]3[CH:14]=[N:15][NH:16][CH:17]=3)[N:10]3[CH:18]=[CH:19][N:20]=[C:9]3[CH:8]=2)[CH:4]=[N:3]1.[CH:21]1([CH:24](O)[CH2:25][CH2:26][CH3:27])[CH2:23][CH2:22]1.C1(P(C2C=CC=CC=2)C2C=CC=CC=2)C=CC=CC=1.N(C(OCC)=O)=NC(OCC)=O. The catalyst is C1COCC1. The product is [CH:21]1([CH:24]([N:15]2[CH:14]=[C:13]([C:11]3[N:10]4[CH:18]=[CH:19][N:20]=[C:9]4[CH:8]=[C:7]([C:5]4[CH:4]=[N:3][N:2]([CH3:1])[CH:6]=4)[N:12]=3)[CH:17]=[N:16]2)[CH2:25][CH2:26][CH3:27])[CH2:23][CH2:22]1. The yield is 0.364.